Dataset: TCR-epitope binding with 47,182 pairs between 192 epitopes and 23,139 TCRs. Task: Binary Classification. Given a T-cell receptor sequence (or CDR3 region) and an epitope sequence, predict whether binding occurs between them. (1) The epitope is IQYIDIGNY. The TCR CDR3 sequence is CASSQEPPSTGTAYEQYF. Result: 1 (the TCR binds to the epitope). (2) Result: 1 (the TCR binds to the epitope). The TCR CDR3 sequence is CASSLRGTGELFF. The epitope is IQYIDIGNY. (3) The epitope is KAFSPEVIPMF. Result: 0 (the TCR does not bind to the epitope). The TCR CDR3 sequence is CASSLYGTQYF. (4) The epitope is FTISVTTEIL. The TCR CDR3 sequence is CASSTRGLRSGNTIYF. Result: 0 (the TCR does not bind to the epitope). (5) The epitope is GTITSGWTF. The TCR CDR3 sequence is CASSQERNEQFF. Result: 1 (the TCR binds to the epitope). (6) The epitope is YLNTLTLAV. The TCR CDR3 sequence is CASSQGQPQHF. Result: 1 (the TCR binds to the epitope).